From a dataset of Full USPTO retrosynthesis dataset with 1.9M reactions from patents (1976-2016). Predict the reactants needed to synthesize the given product. Given the product [F:1][C:2]1[CH:7]=[CH:6][CH:5]=[CH:4][C:3]=1[CH2:8][C:9]([NH:45][C:43]1[S:42][N:41]=[C:40]([C:37]2[CH:38]=[CH:39][N:34]=[CH:35][CH:36]=2)[N:44]=1)=[O:11], predict the reactants needed to synthesize it. The reactants are: [F:1][C:2]1[CH:7]=[CH:6][CH:5]=[CH:4][C:3]=1[CH2:8][C:9]([OH:11])=O.ON1C2C=CC=CC=2N=N1.Cl.C(N=C=NCCCN(C)C)C.[N:34]1[CH:39]=[CH:38][C:37]([C:40]2[N:44]=[C:43]([NH2:45])[S:42][N:41]=2)=[CH:36][CH:35]=1.